From a dataset of Full USPTO retrosynthesis dataset with 1.9M reactions from patents (1976-2016). Predict the reactants needed to synthesize the given product. (1) The reactants are: [CH3:1][C:2]([CH3:5])([O-])C.[K+].[C:7]1([SH:13])[CH:12]=[CH:11][CH:10]=[CH:9][CH:8]=1.BrC1CC1.O. Given the product [CH:5]1([S:13][C:7]2[CH:12]=[CH:11][CH:10]=[CH:9][CH:8]=2)[CH2:2][CH2:1]1, predict the reactants needed to synthesize it. (2) Given the product [S:1]1[C:5]2[CH:6]=[CH:7][C:8]([C:10]3[C:19]([N:20]([CH:22]([CH3:24])[CH3:23])[CH3:21])=[N:18][C:17]4[C:12](=[CH:13][CH:14]=[C:15]([C:25]([OH:27])=[O:26])[CH:16]=4)[N:11]=3)=[CH:9][C:4]=2[N:3]=[CH:2]1, predict the reactants needed to synthesize it. The reactants are: [S:1]1[C:5]2[CH:6]=[CH:7][C:8]([C:10]3[C:19]([N:20]([CH:22]([CH3:24])[CH3:23])[CH3:21])=[N:18][C:17]4[C:12](=[CH:13][CH:14]=[C:15]([C:25]([O:27]C)=[O:26])[CH:16]=4)[N:11]=3)=[CH:9][C:4]=2[N:3]=[CH:2]1.[OH-].[Na+].O.